This data is from Forward reaction prediction with 1.9M reactions from USPTO patents (1976-2016). The task is: Predict the product of the given reaction. The product is: [F:25][C:10]1[CH:9]=[C:8]([O:11][CH2:12][C:13]2[CH:22]=[CH:21][C:20]3[C:15](=[CH:16][CH:17]=[CH:18][CH:19]=3)[N:14]=2)[CH:7]=[CH:6][C:5]=1[C:4]([N:3]([O:2][CH3:1])[CH3:24])=[O:23]. Given the reactants [CH3:1][O:2][N:3]([CH3:24])[C:4](=[O:23])[C:5]1[CH:10]=[CH:9][C:8]([O:11][CH2:12][C:13]2[CH:22]=[CH:21][C:20]3[C:15](=[CH:16][CH:17]=[CH:18][CH:19]=3)[N:14]=2)=[CH:7][CH:6]=1.[F:25]C1C=C(OCC2C=CC3C(=CC=CC=3)N=2)C=CC=1C(O)=O, predict the reaction product.